From a dataset of Forward reaction prediction with 1.9M reactions from USPTO patents (1976-2016). Predict the product of the given reaction. Given the reactants [CH3:1][S:2]([C:5]1[CH:6]=[C:7]([CH:11]=[CH:12][CH:13]=1)[C:8]([OH:10])=O)(=[O:4])=[O:3].C(Cl)(=O)C(Cl)=O.[N:20]1[CH:25]=[CH:24][CH:23]=[C:22]([C:26]2[CH:30]=[C:29]([C:31]([F:34])([F:33])[F:32])[N:28]([C:35]3[CH:36]=[CH:37][C:38]([NH2:41])=[N:39][CH:40]=3)[N:27]=2)[CH:21]=1.O, predict the reaction product. The product is: [N:20]1[CH:25]=[CH:24][CH:23]=[C:22]([C:26]2[CH:30]=[C:29]([C:31]([F:34])([F:32])[F:33])[N:28]([C:35]3[CH:36]=[CH:37][C:38]([NH2:41])=[N:39][CH:40]=3)[N:27]=2)[CH:21]=1.[CH3:1][S:2]([C:5]1[CH:6]=[C:7]([CH:11]=[CH:12][CH:13]=1)[C:8]([NH:41][C:38]1[CH:37]=[CH:36][C:35]([N:28]2[C:29]([C:31]([F:33])([F:34])[F:32])=[CH:30][C:26]([C:22]3[CH:21]=[N:20][CH:25]=[CH:24][CH:23]=3)=[N:27]2)=[CH:40][N:39]=1)=[O:10])(=[O:3])=[O:4].